From a dataset of Catalyst prediction with 721,799 reactions and 888 catalyst types from USPTO. Predict which catalyst facilitates the given reaction. (1) Reactant: [Cl:1][C:2]1[C:3]([F:11])=[CH:4][C:5]([OH:10])=[C:6]([CH:9]=1)[CH:7]=O.C([O-])([O-])=O.[K+].[K+].[F:18][C:19]([F:28])([F:27])/[CH:20]=[CH:21]/[C:22]([O:24][CH2:25][CH3:26])=[O:23].Cl. Product: [Cl:1][C:2]1[CH:9]=[C:6]2[C:5](=[CH:4][C:3]=1[F:11])[O:10][CH:20]([C:19]([F:18])([F:28])[F:27])[C:21]([C:22]([O:24][CH2:25][CH3:26])=[O:23])=[CH:7]2. The catalyst class is: 3. (2) Reactant: [O:1]1[C:5]([C:6]2[CH:7]=[C:8]([NH2:12])[CH:9]=[CH:10][CH:11]=2)=[CH:4][N:3]=[CH:2]1.[N+:13]([C:16]1[CH:21]=[CH:20][C:19]([S:22](Cl)(=[O:24])=[O:23])=[CH:18][CH:17]=1)([O-:15])=[O:14]. Product: [N+:13]([C:16]1[CH:17]=[CH:18][C:19]([S:22]([NH:12][C:8]2[CH:9]=[CH:10][CH:11]=[C:6]([C:5]3[O:1][CH:2]=[N:3][CH:4]=3)[CH:7]=2)(=[O:24])=[O:23])=[CH:20][CH:21]=1)([O-:15])=[O:14]. The catalyst class is: 17. (3) Reactant: [C:1]([O:5][C:6]([N:8]1[CH2:13][CH2:12][N:11]([C:14]2[CH:19]=[C:18]([Cl:20])[N:17]=[C:16](SC)[N:15]=2)[CH2:10][CH2:9]1)=[O:7])([CH3:4])([CH3:3])[CH3:2].[CH3:23]O.O[O:26][S:27]([O-:29])=O.[K+].S([O-])(O[O-])(=O)=O.[K+].[K+]. Product: [C:1]([O:5][C:6]([N:8]1[CH2:13][CH2:12][N:11]([C:14]2[CH:19]=[C:18]([Cl:20])[N:17]=[C:16]([S:27]([CH3:23])(=[O:29])=[O:26])[N:15]=2)[CH2:10][CH2:9]1)=[O:7])([CH3:4])([CH3:2])[CH3:3]. The catalyst class is: 6. (4) Reactant: [O:1]1[CH2:6][CH2:5][CH:4]([O:7][C:8]2[CH:9]=[CH:10][CH:11]=[C:12]3[C:17]=2[N:16]=[C:15]([NH:18][C@H:19]2[CH2:24][CH2:23][C@H:22]([NH2:25])[CH2:21][CH2:20]2)[N:14]=[CH:13]3)[CH2:3][CH2:2]1.Br[CH2:27][CH2:28][F:29].C([O-])([O-])=O.[K+].[K+].[Na+].[I-]. Product: [F:29][CH2:28][CH2:27][NH:25][C@H:22]1[CH2:23][CH2:24][C@H:19]([NH:18][C:15]2[N:14]=[CH:13][C:12]3[C:17](=[C:8]([O:7][CH:4]4[CH2:3][CH2:2][O:1][CH2:6][CH2:5]4)[CH:9]=[CH:10][CH:11]=3)[N:16]=2)[CH2:20][CH2:21]1. The catalyst class is: 3. (5) Reactant: C(=O)([O-])[O-].[K+].[K+].[CH2:7]([N:14]1[CH:18]=[C:17]([C:19]2[C:27]3[CH:26]=[N:25][CH:24]=[N:23][C:22]=3[N:21](C(OC(C)(C)C)=O)[CH:20]=2)[N:16]=[N:15]1)[C:8]1[CH:13]=[CH:12][CH:11]=[CH:10][CH:9]=1. Product: [CH2:7]([N:14]1[CH:18]=[C:17]([C:19]2[C:27]3[CH:26]=[N:25][CH:24]=[N:23][C:22]=3[NH:21][CH:20]=2)[N:16]=[N:15]1)[C:8]1[CH:13]=[CH:12][CH:11]=[CH:10][CH:9]=1. The catalyst class is: 5. (6) Reactant: Br[C:2]1[CH:13]=[CH:12][CH:11]=[CH:10][C:3]=1[O:4][C:5]([CH3:9])([CH3:8])[C:6]#[N:7].[CH3:14][O:15][C:16]1[CH:41]=[CH:40][C:19]([CH2:20][N:21]([C:35]2[S:36][CH:37]=[CH:38][N:39]=2)[S:22]([C:25]2[CH:26]=[CH:27][C:28]3[NH:33][CH2:32][CH2:31][O:30][C:29]=3[CH:34]=2)(=[O:24])=[O:23])=[CH:18][CH:17]=1.CC(C)([O-])C.[Na+].CC1(C)C2C(=C(P(C3C=CC=CC=3)C3C=CC=CC=3)C=CC=2)OC2C(P(C3C=CC=CC=3)C3C=CC=CC=3)=CC=CC1=2.BrC1N=C(N(CC2C=CC(OC)=CC=2)S(C2C=CC3N(C4C=CC(C(F)(F)F)=CC=4Cl)CCOC=3C=2)(=O)=O)SN=1. Product: [C:6]([C:5]([O:4][C:3]1[CH:10]=[CH:11][CH:12]=[CH:13][C:2]=1[N:33]1[CH2:32][CH2:31][O:30][C:29]2[CH:34]=[C:25]([S:22]([N:21]([CH2:20][C:19]3[CH:40]=[CH:41][C:16]([O:15][CH3:14])=[CH:17][CH:18]=3)[C:35]3[S:36][CH:37]=[CH:38][N:39]=3)(=[O:23])=[O:24])[CH:26]=[CH:27][C:28]1=2)([CH3:9])[CH3:8])#[N:7]. The catalyst class is: 260. (7) Reactant: [OH:1][C:2]1[C:11]2[C:6](=[CH:7][CH:8]=[C:9]([O:12][CH3:13])[CH:10]=2)[O:5][C:4](=[O:14])[CH:3]=1.C(N(CC)CC)C.[C:22](Cl)(=[O:24])[CH3:23].[C-]#N.[K+]. Product: [C:22]([C:3]1[C:4](=[O:14])[O:5][C:6]2[C:11]([C:2]=1[OH:1])=[CH:10][C:9]([O:12][CH3:13])=[CH:8][CH:7]=2)(=[O:24])[CH3:23]. The catalyst class is: 2.